This data is from Full USPTO retrosynthesis dataset with 1.9M reactions from patents (1976-2016). The task is: Predict the reactants needed to synthesize the given product. (1) Given the product [Cl:10][C:11]1[CH:12]=[C:13]([NH:14][C:8]2[C:3]3=[N:4][CH:5]=[CH:6][CH:7]=[C:2]3[O:1][C:20]=2[NH2:21])[CH:15]=[CH:16][C:17]=1[F:18], predict the reactants needed to synthesize it. The reactants are: [OH:1][C:2]1[C:3]([CH:8]=O)=[N:4][CH:5]=[CH:6][CH:7]=1.[Cl:10][C:11]1[CH:12]=[C:13]([CH:15]=[CH:16][C:17]=1[F:18])[NH2:14].C[C:20]#[N:21].[Si](C#N)(C)(C)C. (2) The reactants are: Cl.[CH3:2][N:3]1[C:7]([OH:8])=[CH:6][CH:5]=[N:4]1.C(N(CC)CC)C.[CH3:16][N:17]1[C:22](=[O:23])[N:21]([C:24]2[CH:29]=[CH:28][CH:27]=[CH:26][CH:25]=2)[C:20](=[O:30])[C:19]([C:31](Cl)=[O:32])=[N:18]1.CC(C)(O)C#N. Given the product [OH:8][C:7]1[N:3]([CH3:2])[N:4]=[CH:5][C:6]=1[C:31]([C:19]1[C:20](=[O:30])[N:21]([C:24]2[CH:25]=[CH:26][CH:27]=[CH:28][CH:29]=2)[C:22](=[O:23])[N:17]([CH3:16])[N:18]=1)=[O:32], predict the reactants needed to synthesize it. (3) The reactants are: [Si:1]([O:18][CH2:19][CH2:20][C:21]1[C:22](=[O:37])[N:23]([C:27]2[CH:32]=[CH:31][C:30]([N+:33]([O-])=O)=[CH:29][C:28]=2[CH3:36])[CH:24]=[CH:25][CH:26]=1)([C:14]([CH3:17])([CH3:16])[CH3:15])([C:8]1[CH:13]=[CH:12][CH:11]=[CH:10][CH:9]=1)[C:2]1[CH:7]=[CH:6][CH:5]=[CH:4][CH:3]=1.C([O-])=O.[NH4+]. Given the product [NH2:33][C:30]1[CH:31]=[CH:32][C:27]([N:23]2[CH:24]=[CH:25][CH:26]=[C:21]([CH2:20][CH2:19][O:18][Si:1]([C:14]([CH3:15])([CH3:16])[CH3:17])([C:8]3[CH:9]=[CH:10][CH:11]=[CH:12][CH:13]=3)[C:2]3[CH:3]=[CH:4][CH:5]=[CH:6][CH:7]=3)[C:22]2=[O:37])=[C:28]([CH3:36])[CH:29]=1, predict the reactants needed to synthesize it. (4) Given the product [Cl:10][C:11]1[CH:33]=[CH:32][C:14]([CH2:15][NH:16][C:17]([C:19]2[C:20](=[O:31])[C:21]3[CH:28]=[C:27]([CH2:29][N:35]([CH2:36][CH:37]([OH:38])[C:39]4[O:40][C:41]([C:44]5[CH:49]=[CH:48][CH:47]=[CH:46][CH:45]=5)=[CH:42][CH:43]=4)[CH3:34])[O:26][C:22]=3[N:23]([CH3:25])[CH:24]=2)=[O:18])=[CH:13][CH:12]=1, predict the reactants needed to synthesize it. The reactants are: C(N(CC)C(C)C)(C)C.[Cl:10][C:11]1[CH:33]=[CH:32][C:14]([CH2:15][NH:16][C:17]([C:19]2[C:20](=[O:31])[C:21]3[CH:28]=[C:27]([CH2:29]Cl)[O:26][C:22]=3[N:23]([CH3:25])[CH:24]=2)=[O:18])=[CH:13][CH:12]=1.[CH3:34][NH:35][CH2:36][CH:37]([C:39]1[O:40][C:41]([C:44]2[CH:49]=[CH:48][CH:47]=[CH:46][CH:45]=2)=[CH:42][CH:43]=1)[OH:38].O. (5) Given the product [CH3:3][C:4]1[CH:5]=[C:6]([CH:7]=[CH:8][C:9]=1[CH2:10][CH2:11][CH2:12][CH2:13][N:14]1[CH:18]=[CH:17][N:16]=[N:15]1)[O:19][CH2:21][C:22]1[CH:27]=[CH:26][C:25]([C:28]2[CH:33]=[CH:32][C:31]([C:34]([F:36])([F:35])[F:37])=[CH:30][CH:29]=2)=[CH:24][N:23]=1, predict the reactants needed to synthesize it. The reactants are: [H-].[Na+].[CH3:3][C:4]1[CH:5]=[C:6]([OH:19])[CH:7]=[CH:8][C:9]=1[CH2:10][CH2:11][CH2:12][CH2:13][N:14]1[CH:18]=[CH:17][N:16]=[N:15]1.Cl[CH2:21][C:22]1[CH:27]=[CH:26][C:25]([C:28]2[CH:33]=[CH:32][C:31]([C:34]([F:37])([F:36])[F:35])=[CH:30][CH:29]=2)=[CH:24][N:23]=1.O. (6) The reactants are: [Br:1][C:2]1[CH:7]=[CH:6][C:5]([Br:8])=[CH:4][C:3]=1[S:9]([NH:12][C@H:13]1[CH2:17][N:16]([C:18]([O:20][C:21]([CH3:24])([CH3:23])[CH3:22])=[O:19])[C@@H:15]([CH2:25][OH:26])[CH2:14]1)(=[O:11])=[O:10].CCN(CC)CC.[N:34]([CH2:37][C:38]1[CH:43]=[CH:42][CH:41]=[CH:40][CH:39]=1)=[C:35]=[O:36]. Given the product [Br:1][C:2]1[CH:7]=[CH:6][C:5]([Br:8])=[CH:4][C:3]=1[S:9]([NH:12][C@H:13]1[CH2:17][N:16]([C:18]([O:20][C:21]([CH3:22])([CH3:23])[CH3:24])=[O:19])[C@@H:15]([CH2:25][O:26][C:35]([NH:34][CH2:37][C:38]2[CH:43]=[CH:42][CH:41]=[CH:40][CH:39]=2)=[O:36])[CH2:14]1)(=[O:10])=[O:11], predict the reactants needed to synthesize it.